This data is from NCI-60 drug combinations with 297,098 pairs across 59 cell lines. The task is: Regression. Given two drug SMILES strings and cell line genomic features, predict the synergy score measuring deviation from expected non-interaction effect. (1) Drug 1: CC1=C(C(CCC1)(C)C)C=CC(=CC=CC(=CC(=O)O)C)C. Drug 2: C1CN(P(=O)(OC1)NCCCl)CCCl. Cell line: RXF 393. Synergy scores: CSS=3.95, Synergy_ZIP=-0.950, Synergy_Bliss=-1.41, Synergy_Loewe=0.353, Synergy_HSA=-0.868. (2) Drug 1: CCC(=C(C1=CC=CC=C1)C2=CC=C(C=C2)OCCN(C)C)C3=CC=CC=C3.C(C(=O)O)C(CC(=O)O)(C(=O)O)O. Drug 2: CCC1(C2=C(COC1=O)C(=O)N3CC4=CC5=C(C=CC(=C5CN(C)C)O)N=C4C3=C2)O.Cl. Cell line: A498. Synergy scores: CSS=20.5, Synergy_ZIP=-7.70, Synergy_Bliss=4.70, Synergy_Loewe=-11.2, Synergy_HSA=1.97.